This data is from Reaction yield outcomes from USPTO patents with 853,638 reactions. The task is: Predict the reaction yield, written as a fraction of the theoretical maximum amount of product (1.0 means a 100% yield; for example, 0.34 means a 34% yield). (1) The reactants are C(OC(=O)N([C@@H]1CCN(C2C([Cl:20])=C(NCCC3C=CC=CC=3)N=NC=2)C1)C)(C)(C)C.[Cl:31][C:32]1[C:33](N2CC[C@@H](N(C)C(=O)OC(C)(C)C)C2)=[CH:34][N:35]=[N:36][C:37]=1[Cl:38].C1(CCN)C=CC=CC=1. No catalyst specified. The product is [Cl:38][C:37]1[N:36]=[N:35][CH:34]=[C:33]([Cl:20])[C:32]=1[Cl:31]. The yield is 0.590. (2) The reactants are [CH2:1]([NH:8][C:9](=[O:29])[CH2:10][CH2:11][C:12]1[C:17]([C:18]2[CH:23]=[CH:22][C:21]([N+:24]([O-])=O)=[CH:20][CH:19]=2)=[C:16]([NH2:27])[N:15]=[C:14]([NH2:28])[N:13]=1)[C:2]1[CH:7]=[CH:6][CH:5]=[CH:4][CH:3]=1.[Cl:30][C:31]1[CH:38]=[CH:37][C:34]([CH:35]=O)=[CH:33][CH:32]=1.C(O)(=O)C.[BH3-]C#N.[Na+]. The catalyst is CO.C([O-])(O)=O.[Na+]. The product is [CH2:1]([NH:8][C:9](=[O:29])[CH2:10][CH2:11][C:12]1[C:17]([C:18]2[CH:23]=[CH:22][C:21]([NH:24][CH2:35][C:34]3[CH:37]=[CH:38][C:31]([Cl:30])=[CH:32][CH:33]=3)=[CH:20][CH:19]=2)=[C:16]([NH2:27])[N:15]=[C:14]([NH2:28])[N:13]=1)[C:2]1[CH:7]=[CH:6][CH:5]=[CH:4][CH:3]=1. The yield is 0.180. (3) The reactants are [NH2:1][C:2]1[C:7]([N+:8]([O-:10])=[O:9])=[CH:6][C:5](Br)=[CH:4][N:3]=1.[F:12][C:13]1[CH:18]=[CH:17][C:16](B(O)O)=[CH:15][CH:14]=1.C(=O)([O-])[O-].[Na+].[Na+]. The catalyst is C(COC)OC.C(OCC)(=O)C.C1C=CC([P]([Pd]([P](C2C=CC=CC=2)(C2C=CC=CC=2)C2C=CC=CC=2)([P](C2C=CC=CC=2)(C2C=CC=CC=2)C2C=CC=CC=2)[P](C2C=CC=CC=2)(C2C=CC=CC=2)C2C=CC=CC=2)(C2C=CC=CC=2)C2C=CC=CC=2)=CC=1. The product is [NH2:1][C:2]1[C:7]([N+:8]([O-:10])=[O:9])=[CH:6][C:5]([C:16]2[CH:17]=[CH:18][C:13]([F:12])=[CH:14][CH:15]=2)=[CH:4][N:3]=1. The yield is 0.760. (4) The reactants are [C:1]([O:4][CH:5]1[C:9]2[N:10]=[CH:11][N:12]=[C:13](Cl)[C:8]=2[C@H:7]([CH3:15])[CH2:6]1)(=[O:3])[CH3:2].[CH3:16][C@@H:17]1[NH:22][CH2:21][CH2:20][N:19]([C:23]([O:25][C:26]([CH3:29])([CH3:28])[CH3:27])=[O:24])[CH2:18]1. The catalyst is CN1C(=O)CCC1.C(OCC)(=O)C. The product is [C:1]([O:4][CH:5]1[C:9]2[N:10]=[CH:11][N:12]=[C:13]([N:22]3[CH2:21][CH2:20][N:19]([C:23]([O:25][C:26]([CH3:29])([CH3:28])[CH3:27])=[O:24])[CH2:18][C@@H:17]3[CH3:16])[C:8]=2[C@H:7]([CH3:15])[CH2:6]1)(=[O:3])[CH3:2]. The yield is 0.600.